Dataset: Forward reaction prediction with 1.9M reactions from USPTO patents (1976-2016). Task: Predict the product of the given reaction. Given the reactants [CH2:1]([N:4]1[CH2:10][CH2:9][CH2:8][CH2:7][C:6]([CH2:25][CH3:26])([C:11]2[CH:16]=[CH:15][CH:14]=[C:13]([O:17][CH2:18][C:19]3[CH:24]=[CH:23][CH:22]=[CH:21][CH:20]=3)[CH:12]=2)[C:5]1=[O:27])[CH:2]=C.[O:28]=[O+][O-].[BH4-].[Na+], predict the reaction product. The product is: [CH2:25]([C:6]1([C:11]2[CH:16]=[CH:15][CH:14]=[C:13]([O:17][CH2:18][C:19]3[CH:20]=[CH:21][CH:22]=[CH:23][CH:24]=3)[CH:12]=2)[CH2:7][CH2:8][CH2:9][CH2:10][N:4]([CH2:1][CH2:2][OH:28])[C:5]1=[O:27])[CH3:26].